From a dataset of Drug-target binding data from BindingDB using Ki measurements. Regression. Given a target protein amino acid sequence and a drug SMILES string, predict the binding affinity score between them. We predict pKi (pKi = -log10(Ki in M); higher means stronger inhibition). Dataset: bindingdb_ki. The drug is CCc1cccc(OCc2cccc(N3C(N)=NC(N)=NC3(C)C)c2)c1. The target protein (P00382) has sequence MKLSLMVAISKNGVIGNGPDIPWSAKGEQLLFKAITYNQWLLVGRKTFESMGALPNRKYAVVTRSSFTSDNENVLIFPSIKDALTNLKKITDHVIVSGGGEIYKSLIDQVDTLHISTIDIEPEGDVYFPEIPSNFRPVFTQDFASNINYSYQIWQKG. The pKi is 6.0.